Task: Predict which catalyst facilitates the given reaction.. Dataset: Catalyst prediction with 721,799 reactions and 888 catalyst types from USPTO (1) Reactant: C[O:2][C:3]([C:5]1[C:6]([C:14]2[CH:19]=[CH:18][CH:17]=[CH:16][C:15]=2[N+:20]([O-:22])=[O:21])=[CH:7][CH:8]=[C:9]([C:11](=[S:13])[NH2:12])[CH:10]=1)=[O:4].Br[CH2:24][C:25]([C:27]1[CH:32]=[CH:31][C:30]([Cl:33])=[CH:29][CH:28]=1)=O. Product: [Cl:33][C:30]1[CH:31]=[CH:32][C:27]([C:25]2[N:12]=[C:11]([C:9]3[CH:10]=[C:5]([C:3]([OH:2])=[O:4])[C:6]([C:14]4[CH:19]=[CH:18][CH:17]=[CH:16][C:15]=4[N+:20]([O-:22])=[O:21])=[CH:7][CH:8]=3)[S:13][CH:24]=2)=[CH:28][CH:29]=1. The catalyst class is: 6. (2) Reactant: FC(F)(F)C1C=C(C(Cl)=O)C=CC=1.[Cl:14][C:15]1[CH:16]=[C:17]([CH:19]=[CH:20][C:21]=1[O:22][C:23]1[C:32]2[C:27](=[CH:28][C:29]([O:35][CH3:36])=[C:30]([O:33][CH3:34])[CH:31]=2)[N:26]=[CH:25][CH:24]=1)[NH2:18].[F:37][C:38]([F:51])([F:50])[C:39]1[CH:40]=[C:41]([C:45]([N:47]=[C:48]=[S:49])=[O:46])[CH:42]=[CH:43][CH:44]=1. Product: [F:50][C:38]([F:37])([F:51])[C:39]1[CH:40]=[C:41]([C:45]([N:47]=[C:48]=[S:49])=[O:46])[CH:42]=[CH:43][CH:44]=1.[Cl:14][C:15]1[CH:16]=[C:17]([NH:18][C:48]([NH:47][C:45](=[O:46])[C:41]2[CH:42]=[CH:43][CH:44]=[C:39]([C:38]([F:37])([F:51])[F:50])[CH:40]=2)=[S:49])[CH:19]=[CH:20][C:21]=1[O:22][C:23]1[C:32]2[C:27](=[CH:28][C:29]([O:35][CH3:36])=[C:30]([O:33][CH3:34])[CH:31]=2)[N:26]=[CH:25][CH:24]=1. The catalyst class is: 234. (3) Reactant: [O:1]1[CH:5]=[CH:4][CH:3]=[C:2]1[C:6]1[N:7]=[C:8]([C:11]([NH:13][CH:14]2[CH2:19][CH2:18][CH2:17][CH2:16][C:15]2=O)=O)[S:9][CH:10]=1.FC(F)(F)C([O-])=O.[NH4+:28].O. Product: [O:1]1[CH:5]=[CH:4][CH:3]=[C:2]1[C:6]1[N:7]=[C:8]([C:11]2[NH:28][C:15]3[CH2:16][CH2:17][CH2:18][CH2:19][C:14]=3[N:13]=2)[S:9][CH:10]=1. The catalyst class is: 13. (4) Reactant: [C:1]([O:5][C:6](=[O:21])[N:7]([CH2:11][C:12]1[CH:17]=[CH:16][C:15]([Cl:18])=[C:14]([CH:19]=O)[CH:13]=1)[CH2:8][CH2:9][F:10])([CH3:4])([CH3:3])[CH3:2].[CH:22]1([NH2:25])[CH2:24][CH2:23]1.[BH4-].[Na+]. Product: [C:1]([O:5][C:6](=[O:21])[N:7]([CH2:11][C:12]1[CH:17]=[CH:16][C:15]([Cl:18])=[C:14]([CH2:19][NH:25][CH:22]2[CH2:24][CH2:23]2)[CH:13]=1)[CH2:8][CH2:9][F:10])([CH3:4])([CH3:3])[CH3:2]. The catalyst class is: 5. (5) Reactant: [C:1]([NH:8][C:9]1([C:13]([OH:15])=[O:14])[CH2:12][CH2:11][CH2:10]1)([O:3][C:4]([CH3:7])([CH3:6])[CH3:5])=[O:2].C(Cl)CCl.N1C=CC=CC=1.[CH2:26](O)[C:27]1[CH:32]=[CH:31][CH:30]=[CH:29][CH:28]=1. Product: [CH2:26]([O:14][C:13]([C:9]1([NH:8][C:1]([O:3][C:4]([CH3:7])([CH3:6])[CH3:5])=[O:2])[CH2:12][CH2:11][CH2:10]1)=[O:15])[C:27]1[CH:32]=[CH:31][CH:30]=[CH:29][CH:28]=1. The catalyst class is: 154. (6) Reactant: [CH3:1][C:2]([O:5][C:6]([NH:8][C@:9]([CH3:17])([C:14]([OH:16])=[O:15])[CH2:10][CH:11]([CH3:13])[CH3:12])=[O:7])([CH3:4])[CH3:3].[Si](C=[N+]=[N-])(C)(C)[CH3:19]. Product: [CH3:1][C:2]([O:5][C:6]([NH:8][C@:9]([CH3:17])([C:14]([O:16][CH3:19])=[O:15])[CH2:10][CH:11]([CH3:12])[CH3:13])=[O:7])([CH3:3])[CH3:4]. The catalyst class is: 5. (7) Product: [Br:10][C:7]1[CH:6]=[CH:5][C:4]([OH:9])=[C:3]([CH2:1][CH3:2])[CH:8]=1. Reactant: [CH2:1]([C:3]1[CH:8]=[CH:7][CH:6]=[CH:5][C:4]=1[OH:9])[CH3:2].[Br-:10].[Br-].[Br-].C([N+](CCCC)(CCCC)CCCC)CCC.C([N+](CCCC)(CCCC)CCCC)CCC.C([N+](CCCC)(CCCC)CCCC)CCC.S([O-])([O-])(=O)=S.[Na+].[Na+]. The catalyst class is: 22. (8) Product: [CH2:1]([NH:3][C:4]1[C:9]([CH3:10])=[CH:8][C:7]2[C:12]([C:14]3[CH:27]=[CH:26][C:17]([O:18][CH2:19][CH2:20][CH2:21][CH2:22][C:23]([OH:25])=[O:24])=[CH:16][CH:15]=3)=[C:36]3[C:37]([O:11][C:6]=2[CH:5]=1)=[CH:38]/[C:39](=[N:30]/[CH2:28][CH3:29])/[C:34]([CH3:33])=[CH:35]3)[CH3:2]. Reactant: [CH2:1]([NH:3][C:4]1[CH:5]=[C:6]([OH:11])[CH:7]=[CH:8][C:9]=1[CH3:10])[CH3:2].[CH:12]([C:14]1[CH:27]=[CH:26][C:17]([O:18][CH2:19][CH2:20][CH2:21][CH2:22][C:23]([OH:25])=[O:24])=[CH:16][CH:15]=1)=O.[CH2:28]([N:30]1[C:39]2[C:34](=[CH:35][CH:36]=[C:37](O)[CH:38]=2)[C:33](C)=CC1(C)C)[CH3:29].C(C1C=CC(OCC(O)=O)=CC=1)=O. The catalyst class is: 5. (9) Reactant: [NH2:1][CH2:2][CH:3]([CH:5]1[CH2:7][CH2:6]1)[OH:4].[H-].[Na+].[O:10]1[C:14]2[CH:15]=[CH:16][CH:17]=[CH:18][C:13]=2[CH:12]=[C:11]1[C:19]1[N:23]2[N:24]=[C:25](Cl)[CH:26]=[CH:27][C:22]2=[N:21][CH:20]=1. Product: [O:10]1[C:14]2[CH:15]=[CH:16][CH:17]=[CH:18][C:13]=2[CH:12]=[C:11]1[C:19]1[N:23]2[N:24]=[C:25]([O:4][CH:3]([CH:5]3[CH2:7][CH2:6]3)[CH2:2][NH2:1])[CH:26]=[CH:27][C:22]2=[N:21][CH:20]=1. The catalyst class is: 3. (10) Reactant: [NH2:1][C:2]1[N:7]=[C:6](S(C)(=O)=O)[C:5]([C:12]#[N:13])=[C:4]([C:14]2[CH:19]=[CH:18][CH:17]=[CH:16][CH:15]=2)[N:3]=1.[C:20]1([CH2:26][CH2:27][NH2:28])[CH:25]=[CH:24][CH:23]=[CH:22][CH:21]=1. Product: [NH2:1][C:2]1[N:7]=[C:6]([NH:28][CH2:27][CH2:26][C:20]2[CH:25]=[CH:24][CH:23]=[CH:22][CH:21]=2)[C:5]([C:12]#[N:13])=[C:4]([C:14]2[CH:19]=[CH:18][CH:17]=[CH:16][CH:15]=2)[N:3]=1. The catalyst class is: 57.